Dataset: Catalyst prediction with 721,799 reactions and 888 catalyst types from USPTO. Task: Predict which catalyst facilitates the given reaction. (1) Reactant: Cl[C:2]([O:4][CH2:5][CH3:6])=[O:3].[NH2:7][C:8]1[C:9]([Cl:27])=[CH:10][C:11]([F:26])=[C:12]([N:14]2[C:19](=[O:20])[CH:18]=[C:17]([C:21]([F:24])([F:23])[F:22])[NH:16][C:15]2=[O:25])[CH:13]=1. Product: [Cl:27][C:9]1[C:8]([NH:7][C:2]([O:4][CH2:5][CH3:6])=[O:3])=[CH:13][C:12]([N:14]2[C:19](=[O:20])[CH:18]=[C:17]([C:21]([F:22])([F:24])[F:23])[NH:16][C:15]2=[O:25])=[C:11]([F:26])[CH:10]=1. The catalyst class is: 300. (2) Reactant: [Cl:1][C:2]1[CH:3]=[C:4]([C:10]2[C:11]([CH3:26])=[N:12][N:13]([CH2:16][C:17]3[CH:25]=[CH:24][C:20]([C:21](O)=[O:22])=[CH:19][CH:18]=3)[C:14]=2[CH3:15])[CH:5]=[CH:6][C:7]=1[C:8]#[N:9].S(Cl)([Cl:29])=O.CN(C=O)C. Product: [Cl:1][C:2]1[CH:3]=[C:4]([C:10]2[C:11]([CH3:26])=[N:12][N:13]([CH2:16][C:17]3[CH:25]=[CH:24][C:20]([C:21]([Cl:29])=[O:22])=[CH:19][CH:18]=3)[C:14]=2[CH3:15])[CH:5]=[CH:6][C:7]=1[C:8]#[N:9]. The catalyst class is: 1. (3) Reactant: F[P-](F)(F)(F)(F)F.CN(C(N(C)C)=[N+:12]1[C:20]2[C:15](=NC=C[CH:19]=2)[N+]([O-])=N1)C.[F:25][C:26]1[CH:31]=[CH:30][C:29]([N:32]2[C:40]3[CH:39]=[C:38]4[CH2:41][CH2:42][CH2:43][CH:44]5[CH2:49][C:48]([O:54][Si:55]([CH2:60][CH3:61])([CH2:58][CH3:59])[CH2:56][CH3:57])([C:50]([F:53])([F:52])[F:51])[CH2:47][CH2:46][C:45]5([C:62]([OH:64])=O)[C:37]4=[CH:36][C:35]=3[CH:34]=[N:33]2)=[CH:28][CH:27]=1.C1(N)CC1.C(Cl)Cl. Product: [CH:20]1([NH:12][C:62]([C:45]23[CH2:46][CH2:47][C:48]([O:54][Si:55]([CH2:60][CH3:61])([CH2:56][CH3:57])[CH2:58][CH3:59])([C:50]([F:52])([F:51])[F:53])[CH2:49][CH:44]2[CH2:43][CH2:42][CH2:41][C:38]2[C:37]3=[CH:36][C:35]3[CH:34]=[N:33][N:32]([C:29]4[CH:28]=[CH:27][C:26]([F:25])=[CH:31][CH:30]=4)[C:40]=3[CH:39]=2)=[O:64])[CH2:15][CH2:19]1. The catalyst class is: 3.